Dataset: Full USPTO retrosynthesis dataset with 1.9M reactions from patents (1976-2016). Task: Predict the reactants needed to synthesize the given product. (1) Given the product [Br:1][C:2]1[CH:3]=[N:4][C:5]([N:9]2[CH:13]=[CH:12][CH:11]=[N:10]2)=[N:6][CH:7]=1, predict the reactants needed to synthesize it. The reactants are: [Br:1][C:2]1[CH:3]=[N:4][C:5](Cl)=[N:6][CH:7]=1.[NH:9]1[CH:13]=[CH:12][CH:11]=[N:10]1.C(=O)([O-])[O-].[K+].[K+].O. (2) The reactants are: [NH2:1][C:2]1[CH:7]=[CH:6][C:5]([C:8](=[N:10]O)[CH3:9])=[CH:4][CH:3]=1.[ClH:12]. Given the product [ClH:12].[NH2:1][C:2]1[CH:7]=[CH:6][C:5]([CH:8]([NH2:10])[CH3:9])=[CH:4][CH:3]=1, predict the reactants needed to synthesize it. (3) Given the product [CH2:1]([C:3]1[CH:4]=[CH:5][C:6]([CH:9]2[CH2:10][CH:11]([C:23]3[O:24][N:29]=[C:28]([C:30]4[CH:35]=[C:34]([CH3:36])[CH:33]=[CH:32][N:31]=4)[N:27]=3)[CH2:12][N:13]([C:15]([N:17]3[CH2:22][CH2:21][O:20][CH2:19][CH2:18]3)=[O:16])[CH2:14]2)=[CH:7][CH:8]=1)[CH3:2], predict the reactants needed to synthesize it. The reactants are: [CH2:1]([C:3]1[CH:8]=[CH:7][C:6]([CH:9]2[CH2:14][N:13]([C:15]([N:17]3[CH2:22][CH2:21][O:20][CH2:19][CH2:18]3)=[O:16])[CH2:12][CH:11]([C:23](O)=[O:24])[CH2:10]2)=[CH:5][CH:4]=1)[CH3:2].O[NH:27][C:28]([C:30]1[CH:35]=[C:34]([CH3:36])[CH:33]=[CH:32][N:31]=1)=[NH:29]. (4) Given the product [NH:30]1[CH:29]=[C:28]([CH2:27][CH2:26][NH:25][CH2:23][C:22]2[C:16]3[N:15]=[C:14]([CH2:13][N:2]([CH3:1])[CH:3]4[C:12]5[N:11]=[CH:10][CH:9]=[CH:8][C:7]=5[CH2:6][CH2:5][CH2:4]4)[NH:18][C:17]=3[CH:19]=[CH:20][CH:21]=2)[N:32]=[CH:31]1, predict the reactants needed to synthesize it. The reactants are: [CH3:1][N:2]([CH2:13][C:14]1[NH:18][C:17]2[CH:19]=[CH:20][CH:21]=[C:22]([CH:23]=O)[C:16]=2[N:15]=1)[CH:3]1[C:12]2[N:11]=[CH:10][CH:9]=[CH:8][C:7]=2[CH2:6][CH2:5][CH2:4]1.[NH2:25][CH2:26][CH2:27][C:28]1[N:32]=[CH:31][NH:30][CH:29]=1.C(O)(=O)C.C(O[BH-](OC(=O)C)OC(=O)C)(=O)C.[Na+]. (5) Given the product [CH3:1][N:2]([CH3:18])[S:3]([C:6]1[CH:7]=[CH:8][CH:9]=[C:10]2[C:15]=1[N:14]=[C:13]([CH3:16])[CH:12]=[C:11]2[NH:24][CH2:23][C:22]1[CH:25]=[CH:26][C:27]([Cl:28])=[C:20]([Cl:19])[CH:21]=1)(=[O:5])=[O:4], predict the reactants needed to synthesize it. The reactants are: [CH3:1][N:2]([CH3:18])[S:3]([C:6]1[CH:7]=[CH:8][CH:9]=[C:10]2[C:15]=1[N:14]=[C:13]([CH3:16])[CH:12]=[C:11]2Cl)(=[O:5])=[O:4].[Cl:19][C:20]1[CH:21]=[C:22]([CH:25]=[CH:26][C:27]=1[Cl:28])[CH2:23][NH2:24]. (6) Given the product [C:40]([C:34]1[N:33]=[CH:32][C:31]([C:11]2[N:10]([C:8]([N:5]3[CH2:4][CH2:3][CH:2]([NH:1][S:45]([CH3:44])(=[O:47])=[O:46])[CH2:7][CH2:6]3)=[O:9])[C@@:14]([C:16]3[CH:21]=[CH:20][C:19]([Cl:22])=[CH:18][CH:17]=3)([CH3:15])[C@@:13]([C:24]3[CH:29]=[CH:28][C:27]([Cl:30])=[CH:26][CH:25]=3)([CH3:23])[N:12]=2)=[C:36]([O:37][CH2:38][CH3:39])[CH:35]=1)([CH3:42])([CH3:41])[CH3:43], predict the reactants needed to synthesize it. The reactants are: [NH2:1][CH:2]1[CH2:7][CH2:6][N:5]([C:8]([N:10]2[C@@:14]([C:16]3[CH:21]=[CH:20][C:19]([Cl:22])=[CH:18][CH:17]=3)([CH3:15])[C@@:13]([C:24]3[CH:29]=[CH:28][C:27]([Cl:30])=[CH:26][CH:25]=3)([CH3:23])[N:12]=[C:11]2[C:31]2[CH:32]=[N:33][C:34]([C:40]([CH3:43])([CH3:42])[CH3:41])=[CH:35][C:36]=2[O:37][CH2:38][CH3:39])=[O:9])[CH2:4][CH2:3]1.[CH3:44][S:45](Cl)(=[O:47])=[O:46]. (7) The reactants are: [Cl:1][C:2]1[CH:7]=[CH:6][C:5]([I:8])=[CH:4][C:3]=1[CH2:9][C:10]1[CH:15]=[CH:14][C:13]([O:16]C)=[CH:12][CH:11]=1.B(Br)(Br)Br. Given the product [Cl:1][C:2]1[CH:7]=[CH:6][C:5]([I:8])=[CH:4][C:3]=1[CH2:9][C:10]1[CH:11]=[CH:12][C:13]([OH:16])=[CH:14][CH:15]=1, predict the reactants needed to synthesize it. (8) Given the product [Cl:1][CH2:2][C:3]([NH:5][C:7](=[O:8])[O:16][C:12]([CH3:15])([CH3:14])[CH3:13])=[O:4], predict the reactants needed to synthesize it. The reactants are: [Cl:1][CH2:2][C:3]([NH2:5])=[O:4].C(Cl)(=O)[C:7](Cl)=[O:8].[C:12]([OH:16])([CH3:15])([CH3:14])[CH3:13].ClCCCl.C(=O)([O-])O.[Na+].